Regression/Classification. Given a drug SMILES string, predict its absorption, distribution, metabolism, or excretion properties. Task type varies by dataset: regression for continuous measurements (e.g., permeability, clearance, half-life) or binary classification for categorical outcomes (e.g., BBB penetration, CYP inhibition). Dataset: cyp3a4_veith. From a dataset of CYP3A4 inhibition data for predicting drug metabolism from PubChem BioAssay. (1) The drug is COc1cccc(Cn2c(=O)c(-c3cccs3)nc3cnc(Nc4ccccc4)nc32)c1. The result is 0 (non-inhibitor). (2) The compound is COc1ccc(/C(O)=C2/C(=O)C(=O)N(CCN3CCOCC3)C2c2ccc(C)cc2)cc1. The result is 0 (non-inhibitor). (3) The drug is O=C(Nc1cccnc1)c1ccc(COc2cc(Cl)ccc2Cl)o1. The result is 1 (inhibitor). (4) The molecule is COC(=O)c1[nH]c2cc(OC)ccc2c1NC(=O)CCN1CCSCC1. The result is 0 (non-inhibitor). (5) The molecule is Cc1nn(C)cc1CNC(=O)CCC(=O)O. The result is 0 (non-inhibitor). (6) The drug is O=C(O)CC[C@@]1(c2ccccc2)NC(=O)NC1=O. The result is 0 (non-inhibitor). (7) The drug is c1ccc(-c2n[nH]c(-c3ccccc3)c2-c2nc3ccccc3[nH]2)cc1. The result is 1 (inhibitor). (8) The compound is COc1ccc(/C=C/C(=O)c2ccoc2)cc1. The result is 0 (non-inhibitor). (9) The molecule is Cc1cc(C)n(-c2nc(NC(C)C)nc(NC(C)C)n2)n1. The result is 0 (non-inhibitor).